The task is: Predict the reactants needed to synthesize the given product.. This data is from Full USPTO retrosynthesis dataset with 1.9M reactions from patents (1976-2016). (1) Given the product [CH3:17][CH:18]([N:1]1[C:5]2[CH:6]=[CH:7][CH:8]=[CH:9][C:4]=2[N:3]=[N:2]1)[NH:10][C:11]1[CH:16]=[CH:15][CH:14]=[CH:13][CH:12]=1, predict the reactants needed to synthesize it. The reactants are: [NH:1]1[C:5]2[CH:6]=[CH:7][CH:8]=[CH:9][C:4]=2[N:3]=[N:2]1.[NH2:10][C:11]1[CH:16]=[CH:15][CH:14]=[CH:13][CH:12]=1.[CH:17](=O)[CH3:18]. (2) The reactants are: CC1[N:3]([C:8]2[N:13]=[CH:12][C:11]([C:14]([C:18]3[CH:23]=[CH:22][C:21]([C:24]4[S:25][CH:26]=[CH:27][N:28]=4)=[CH:20][CH:19]=3)(O)[CH2:15][CH3:16])=[CH:10][CH:9]=2)C(C)=CC=1.Cl.[OH-].[Na+]. Given the product [S:25]1[CH:26]=[CH:27][N:28]=[C:24]1[C:21]1[CH:20]=[CH:19][C:18](/[C:14](/[C:11]2[CH:10]=[CH:9][C:8]([NH2:3])=[N:13][CH:12]=2)=[CH:15]/[CH3:16])=[CH:23][CH:22]=1, predict the reactants needed to synthesize it.